From a dataset of Forward reaction prediction with 1.9M reactions from USPTO patents (1976-2016). Predict the product of the given reaction. (1) The product is: [CH3:19][C:8]1([CH3:20])[C:7]2[CH:6]=[C:5]3[NH:21][C:2]([NH:1][C:22](=[O:29])[C:23]4[CH:28]=[CH:27][CH:26]=[CH:25][CH:24]=4)=[N:3][C:4]3=[CH:12][C:11]=2[N:10]([CH2:13][CH2:14][CH2:15][CH2:16][CH3:17])[C:9]1=[O:18]. Given the reactants [NH2:1][C:2]1[NH:21][C:5]2=[CH:6][C:7]3[C:8]([CH3:20])([CH3:19])[C:9](=[O:18])[N:10]([CH2:13][CH2:14][CH2:15][CH2:16][CH3:17])[C:11]=3[CH:12]=[C:4]2[N:3]=1.[C:22](Cl)(=[O:29])[C:23]1[CH:28]=[CH:27][CH:26]=[CH:25][CH:24]=1, predict the reaction product. (2) Given the reactants C([O:3][C:4](=[O:21])/[C:5](=[N:14]/[O:15][CH:16]1[CH2:20][CH2:19][CH2:18][CH2:17]1)/[C:6]1[CH:11]=[CH:10][C:9]([Cl:12])=[C:8]([Cl:13])[CH:7]=1)C.[OH-].[Li+].O, predict the reaction product. The product is: [CH:16]1([O:15]/[N:14]=[C:5](\[C:6]2[CH:11]=[CH:10][C:9]([Cl:12])=[C:8]([Cl:13])[CH:7]=2)/[C:4]([OH:21])=[O:3])[CH2:20][CH2:19][CH2:18][CH2:17]1. (3) Given the reactants [CH3:1][C:2]1[CH:3]=[C:4]([CH:17]=[C:18]([CH3:20])[CH:19]=1)[O:5][C:6]1[CH:13]=[CH:12][C:9]([C:10]#[N:11])=[CH:8][C:7]=1[N+:14]([O-])=O.S(S([O-])=O)([O-])=O.[Na+].[Na+], predict the reaction product. The product is: [NH2:14][C:7]1[CH:8]=[C:9]([CH:12]=[CH:13][C:6]=1[O:5][C:4]1[CH:3]=[C:2]([CH3:1])[CH:19]=[C:18]([CH3:20])[CH:17]=1)[C:10]#[N:11]. (4) Given the reactants [CH3:1][O:2][CH2:3][CH2:4][C:5]1[N:9]2[C:10]3[CH:17]=[C:16]([C:18]4[CH:23]=[CH:22][CH:21]=[CH:20][CH:19]=4)[C:15]([C:24]4[CH:29]=[CH:28][C:27]([C:30]5([NH:34]C(=O)OC(C)(C)C)[CH2:33][CH2:32][CH2:31]5)=[CH:26][CH:25]=4)=[N:14][C:11]=3[O:12][CH2:13][C:8]2=[N:7][N:6]=1.C(O)(C(F)(F)F)=O, predict the reaction product. The product is: [CH3:1][O:2][CH2:3][CH2:4][C:5]1[N:9]2[C:10]3[CH:17]=[C:16]([C:18]4[CH:19]=[CH:20][CH:21]=[CH:22][CH:23]=4)[C:15]([C:24]4[CH:25]=[CH:26][C:27]([C:30]5([NH2:34])[CH2:31][CH2:32][CH2:33]5)=[CH:28][CH:29]=4)=[N:14][C:11]=3[O:12][CH2:13][C:8]2=[N:7][N:6]=1.